The task is: Regression. Given two drug SMILES strings and cell line genomic features, predict the synergy score measuring deviation from expected non-interaction effect.. This data is from NCI-60 drug combinations with 297,098 pairs across 59 cell lines. (1) Drug 1: COC1=CC(=CC(=C1O)OC)C2C3C(COC3=O)C(C4=CC5=C(C=C24)OCO5)OC6C(C(C7C(O6)COC(O7)C8=CC=CS8)O)O. Drug 2: CNC(=O)C1=NC=CC(=C1)OC2=CC=C(C=C2)NC(=O)NC3=CC(=C(C=C3)Cl)C(F)(F)F. Cell line: HCT116. Synergy scores: CSS=58.3, Synergy_ZIP=-2.62, Synergy_Bliss=-3.55, Synergy_Loewe=-16.4, Synergy_HSA=-0.355. (2) Drug 1: COC1=NC(=NC2=C1N=CN2C3C(C(C(O3)CO)O)O)N. Drug 2: CNC(=O)C1=NC=CC(=C1)OC2=CC=C(C=C2)NC(=O)NC3=CC(=C(C=C3)Cl)C(F)(F)F. Cell line: ACHN. Synergy scores: CSS=-3.82, Synergy_ZIP=1.39, Synergy_Bliss=-1.21, Synergy_Loewe=-2.99, Synergy_HSA=-4.52.